Dataset: Catalyst prediction with 721,799 reactions and 888 catalyst types from USPTO. Task: Predict which catalyst facilitates the given reaction. Reactant: [CH2:1]([O:8][C:9]([N:11]1[CH2:15][C@H:14]([OH:16])[CH2:13][C@@H:12]1[C:17]([OH:19])=[O:18])=[O:10])[C:2]1[CH:7]=[CH:6][CH:5]=[CH:4][CH:3]=1.[H-].[Na+].[CH3:22][O:23][C:24]1[CH:31]=[CH:30][C:27]([CH2:28]Cl)=[CH:26][CH:25]=1. Product: [CH2:1]([O:8][C:9]([N:11]1[CH2:15][C@H:14]([O:16][CH2:28][C:27]2[CH:30]=[CH:31][C:24]([O:23][CH3:22])=[CH:25][CH:26]=2)[CH2:13][C@H:12]1[C:17]([OH:19])=[O:18])=[O:10])[C:2]1[CH:7]=[CH:6][CH:5]=[CH:4][CH:3]=1. The catalyst class is: 7.